The task is: Predict the reactants needed to synthesize the given product.. This data is from Retrosynthesis with 50K atom-mapped reactions and 10 reaction types from USPTO. (1) Given the product O=C(O)c1c(NS(=O)(=O)c2ccccc2F)ccc2c1OC[C@@H]1OCC[C@H]21, predict the reactants needed to synthesize it. The reactants are: COC(=O)c1c(NS(=O)(=O)c2ccccc2F)ccc2c1OC[C@@H]1OCC[C@H]21. (2) Given the product CCNC(=O)c1cccc2c1CC(=O)N2, predict the reactants needed to synthesize it. The reactants are: CCN.O=C1Cc2c(cccc2C(=O)O)N1.